Task: Predict which catalyst facilitates the given reaction.. Dataset: Catalyst prediction with 721,799 reactions and 888 catalyst types from USPTO Reactant: [F:1][C:2]1[CH:21]=[CH:20][C:19]([C:22]([F:25])([F:24])[F:23])=[CH:18][C:3]=1[O:4][C:5]1[C:14]2[C:9](=[C:10]([N+:15]([O-])=O)[CH:11]=[CH:12][CH:13]=2)[N:8]=[CH:7][CH:6]=1.[NH4+].[Cl-]. Product: [F:1][C:2]1[CH:21]=[CH:20][C:19]([C:22]([F:23])([F:24])[F:25])=[CH:18][C:3]=1[O:4][C:5]1[C:14]2[C:9](=[C:10]([NH2:15])[CH:11]=[CH:12][CH:13]=2)[N:8]=[CH:7][CH:6]=1. The catalyst class is: 314.